Dataset: Reaction yield outcomes from USPTO patents with 853,638 reactions. Task: Predict the reaction yield, written as a fraction of the theoretical maximum amount of product (1.0 means a 100% yield; for example, 0.34 means a 34% yield). The reactants are [CH3:1][O:2][C:3]1[CH:8]=[CH:7][C:6]([C:9]2[CH:10]=[C:11]([CH:22]3[CH2:27][CH2:26][NH:25][CH2:24][CH2:23]3)[S:12][C:13]=2[C:14]2[CH:19]=[CH:18][C:17]([O:20][CH3:21])=[CH:16][CH:15]=2)=[CH:5][CH:4]=1.ClC(Cl)(O[C:32](=[O:38])OC(Cl)(Cl)Cl)Cl.C(N(CC)CC)C.Cl.[CH3:48][NH:49][OH:50].[Cl-].[NH4+]. The catalyst is ClCCl. The product is [CH3:1][O:2][C:3]1[CH:8]=[CH:7][C:6]([C:9]2[CH:10]=[C:11]([CH:22]3[CH2:27][CH2:26][N:25]([C:32](=[O:38])[N:49]([OH:50])[CH3:48])[CH2:24][CH2:23]3)[S:12][C:13]=2[C:14]2[CH:19]=[CH:18][C:17]([O:20][CH3:21])=[CH:16][CH:15]=2)=[CH:5][CH:4]=1. The yield is 0.380.